From a dataset of Forward reaction prediction with 1.9M reactions from USPTO patents (1976-2016). Predict the product of the given reaction. (1) Given the reactants Cl[CH2:2][CH2:3][C:4]1([C:14]([O:16][CH3:17])=[O:15])[CH2:9][CH2:8][CH:7]([C:10]([O:12][CH3:13])=[O:11])[CH2:6][CH2:5]1.CN(C)P(N(C)C)(N(C)C)=O.C([N-]C(C)C)(C)C.[Li+].[Cl-].[NH4+], predict the reaction product. The product is: [C:4]12([C:14]([O:16][CH3:17])=[O:15])[CH2:9][CH2:8][C:7]([C:10]([O:12][CH3:13])=[O:11])([CH2:6][CH2:5]1)[CH2:2][CH2:3]2. (2) Given the reactants [CH3:1][O:2][C:3](=[O:24])[C:4](=[N:12][NH:13][C:14]1[CH:19]=[CH:18][C:17]([O:20][CH3:21])=[C:16]([O:22][CH3:23])[CH:15]=1)[C:5](=[O:11])[CH2:6][C:7](OC)=[O:8].C1CCCCC1, predict the reaction product. The product is: [CH3:1][O:2][C:3]([C:4]1[C:5]([OH:11])=[CH:6][C:7](=[O:8])[N:13]([C:14]2[CH:19]=[CH:18][C:17]([O:20][CH3:21])=[C:16]([O:22][CH3:23])[CH:15]=2)[N:12]=1)=[O:24]. (3) Given the reactants [C:1]1([C:7]2[C:11]3[CH2:12][NH:13][CH:14]([CH3:16])[CH2:15][C:10]=3[NH:9][N:8]=2)[CH:6]=[CH:5][CH:4]=[CH:3][CH:2]=1.Cl.[Cl:18][C:19]1[CH:20]=[C:21]([NH:25][C:26](=O)[O:27]C2C=CC=CC=2)[CH:22]=[CH:23][CH:24]=1.[OH2:35], predict the reaction product. The product is: [Cl:18][C:19]1[CH:20]=[C:21]([NH:25][C:26]([N:13]2[CH:14]([CH2:16][OH:35])[CH2:15][C:10]3[NH:9][N:8]=[C:7]([C:1]4[CH:2]=[CH:3][CH:4]=[CH:5][CH:6]=4)[C:11]=3[CH2:12]2)=[O:27])[CH:22]=[CH:23][CH:24]=1. (4) Given the reactants [Cl:1][C:2]1[N:7]=[CH:6][C:5]([S:8]([N:11]([CH2:18][CH:19]([OH:22])[CH2:20][OH:21])[C:12]2[CH:17]=[CH:16][CH:15]=[CH:14][CH:13]=2)(=[O:10])=[O:9])=[CH:4][CH:3]=1.CO[C:25](OC)([CH3:27])[CH3:26].CC1C=CC(S(O)(=O)=O)=CC=1, predict the reaction product. The product is: [Cl:1][C:2]1[N:7]=[CH:6][C:5]([S:8]([N:11]([CH2:18][CH:19]2[CH2:20][O:21][C:25]([CH3:27])([CH3:26])[O:22]2)[C:12]2[CH:17]=[CH:16][CH:15]=[CH:14][CH:13]=2)(=[O:10])=[O:9])=[CH:4][CH:3]=1.